This data is from Full USPTO retrosynthesis dataset with 1.9M reactions from patents (1976-2016). The task is: Predict the reactants needed to synthesize the given product. (1) Given the product [Cl:12][C:7]1[C:8]([CH2:10][N:20]2[C:28]3[C:23](=[CH:24][CH:25]=[C:26]([CH2:29][C:30]([OH:32])=[O:31])[CH:27]=3)[CH:22]=[CH:21]2)=[CH:9][C:3]2[O:2][CH2:1][O:5][C:4]=2[CH:6]=1.[CH2:13]([N:20]1[C:28]2[C:23](=[CH:24][CH:25]=[C:26]([CH2:29][C:30]([OH:32])=[O:31])[CH:27]=2)[CH:22]=[CH:21]1)[C:14]1[CH:15]=[CH:16][CH:17]=[CH:18][CH:19]=1, predict the reactants needed to synthesize it. The reactants are: [CH2:1]1[O:5][C:4]2[CH:6]=[C:7]([Cl:12])[C:8]([CH2:10]Cl)=[CH:9][C:3]=2[O:2]1.[CH2:13]([N:20]1[C:28]2[C:23](=[CH:24][CH:25]=[C:26]([CH2:29][C:30]([OH:32])=[O:31])[CH:27]=2)[CH:22]=[CH:21]1)[C:14]1[CH:19]=[CH:18][CH:17]=[CH:16][CH:15]=1. (2) The reactants are: C(OC([NH:8][C:9]1[C:10]([CH3:30])=[N:11][O:12][C:13]=1[C:14]1[CH:19]=[CH:18][C:17]([C:20]2[CH:25]=[CH:24][C:23]([CH2:26][C:27]([OH:29])=[O:28])=[CH:22][CH:21]=2)=[CH:16][CH:15]=1)=O)(C)(C)C.FC(F)(F)C(O)=O. Given the product [NH2:8][C:9]1[C:10]([CH3:30])=[N:11][O:12][C:13]=1[C:14]1[CH:15]=[CH:16][C:17]([C:20]2[CH:25]=[CH:24][C:23]([CH2:26][C:27]([OH:29])=[O:28])=[CH:22][CH:21]=2)=[CH:18][CH:19]=1, predict the reactants needed to synthesize it. (3) Given the product [CH2:47]([O:49][C:50](=[O:66])[C@H:51]([CH2:56][C:57]1[CH:62]=[C:61]([I:63])[C:60]([O:64][C:3]2[CH:8]=[CH:7][C:6]([O:9][CH3:10])=[CH:5][CH:4]=2)=[C:59]([I:65])[CH:58]=1)[NH:52][C:53](=[O:55])[CH3:54])[CH3:48], predict the reactants needed to synthesize it. The reactants are: [Br-].C([I+]C[C:3]1[CH:8]=[CH:7][C:6]([O:9][CH3:10])=[CH:5][CH:4]=1)[C:3]1[CH:8]=[CH:7][C:6]([O:9][CH3:10])=[CH:5][CH:4]=1.C1C(C[C@H](N)C([O-])=O)=CC(I)=C(OC2C=C(I)C(O)=C(I)C=2)C=1I.O.[Na+].[CH2:47]([O:49][C:50](=[O:66])[C@H:51]([CH2:56][C:57]1[CH:62]=[C:61]([I:63])[C:60]([OH:64])=[C:59]([I:65])[CH:58]=1)[NH:52][C:53](=[O:55])[CH3:54])[CH3:48]. (4) Given the product [N+:38]([C:35]1[S:34][C:33]([CH2:32][O:31][C:29]([NH:28][C:27]2[CH:41]=[CH:42][N:23]([C@@H:11]3[O:12][C@H:13]([CH2:14][OH:15])[C@@H:9]([OH:8])[C:10]3([F:44])[F:43])[C:24](=[O:25])[N:26]=2)=[O:30])=[CH:37][CH:36]=1)([O-:40])=[O:39], predict the reactants needed to synthesize it. The reactants are: C(OC([O:8][C@@H:9]1[C@@H:13]([CH2:14][O:15]C(OC(C)(C)C)=O)[O:12][C@@H:11]([N:23]2[CH:42]=[CH:41][C:27]([NH:28][C:29]([O:31][CH2:32][C:33]3[S:34][C:35]([N+:38]([O-:40])=[O:39])=[CH:36][CH:37]=3)=[O:30])=[N:26][C:24]2=[O:25])[C:10]1([F:44])[F:43])=O)(C)(C)C.C(O)(C(F)(F)F)=O. (5) The reactants are: [OH:1][C:2]1[CH:16]=[CH:15][C:5]2[N:6]=[C:7]([NH:9][C:10]([CH:12]3[CH2:14][CH2:13]3)=[O:11])[S:8][C:4]=2[CH:3]=1.N1C=CC=CC=1.[N:23]1[CH:28]=[CH:27][CH:26]=[CH:25][C:24]=1[C:29]1[S:33][C:32]([S:34](Cl)(=[O:36])=[O:35])=[CH:31][CH:30]=1. Given the product [CH:12]1([C:10]([NH:9][C:7]2[S:8][C:4]3[CH:3]=[C:2]([O:1][S:34]([C:32]4[S:33][C:29]([C:24]5[CH:25]=[CH:26][CH:27]=[CH:28][N:23]=5)=[CH:30][CH:31]=4)(=[O:35])=[O:36])[CH:16]=[CH:15][C:5]=3[N:6]=2)=[O:11])[CH2:13][CH2:14]1, predict the reactants needed to synthesize it. (6) Given the product [C:1]1([C@H:7]([NH:9][C:10]([N:12]2[C:15](=[O:16])[C@H:14]([S:17][C:18]3[CH:23]=[CH:22][CH:21]=[C:20]([NH2:24])[CH:19]=3)[C@H:13]2[C:27]([O:29][CH2:30][CH3:31])=[O:28])=[O:11])[CH3:8])[CH:2]=[CH:3][CH:4]=[CH:5][CH:6]=1, predict the reactants needed to synthesize it. The reactants are: [C:1]1([C@H:7]([NH:9][C:10]([N:12]2[C:15](=[O:16])[C@H:14]([S:17][C:18]3[CH:23]=[CH:22][CH:21]=[C:20]([N+:24]([O-])=O)[CH:19]=3)[C@H:13]2[C:27]([O:29][CH2:30][CH3:31])=[O:28])=[O:11])[CH3:8])[CH:6]=[CH:5][CH:4]=[CH:3][CH:2]=1.O.[Sn](Cl)(Cl)(Cl)Cl. (7) Given the product [S:23]1[CH:27]=[N:26][N:25]=[C:24]1[C:28](=[O:46])[CH2:29][CH2:30][CH2:31][CH2:32][CH2:33][CH2:34][CH2:35]/[CH:36]=[CH:37]\[CH2:38][CH2:39][CH2:40][CH2:41][CH2:42][CH2:43][CH2:44][CH3:45], predict the reactants needed to synthesize it. The reactants are: CC(OI1(OC(C)=O)(OC(C)=O)OC(=O)C2C=CC=CC1=2)=O.[S:23]1[CH:27]=[N:26][N:25]=[C:24]1[CH:28]([OH:46])[CH2:29][CH2:30][CH2:31][CH2:32][CH2:33][CH2:34][CH2:35]/[CH:36]=[CH:37]\[CH2:38][CH2:39][CH2:40][CH2:41][CH2:42][CH2:43][CH2:44][CH3:45].[O-]S([O-])(=S)=O.[Na+].[Na+].CO.C(Cl)Cl. (8) The reactants are: [NH2:1][CH2:2][C:3]1[CH:4]=[C:5]([C:9]2[CH:18]=[C:17]([C:19]([NH:21][CH2:22][C@H:23]3[CH2:28][CH2:27][C@H:26]([CH2:29][NH:30][C:31](=[O:37])[O:32][C:33]([CH3:36])([CH3:35])[CH3:34])[CH2:25][CH2:24]3)=[O:20])[C:16]3[C:11](=[CH:12][CH:13]=[CH:14][CH:15]=3)[N:10]=2)[CH:6]=[CH:7][CH:8]=1.[O-:38][C:39]#[N:40].[K+]. Given the product [C:39]([NH:1][CH2:2][C:3]1[CH:4]=[C:5]([C:9]2[CH:18]=[C:17]([C:19]([NH:21][CH2:22][C@H:23]3[CH2:28][CH2:27][C@H:26]([CH2:29][NH:30][C:31](=[O:37])[O:32][C:33]([CH3:34])([CH3:36])[CH3:35])[CH2:25][CH2:24]3)=[O:20])[C:16]3[C:11](=[CH:12][CH:13]=[CH:14][CH:15]=3)[N:10]=2)[CH:6]=[CH:7][CH:8]=1)(=[O:38])[NH2:40], predict the reactants needed to synthesize it. (9) Given the product [F:1][C:2]1[CH:3]=[C:4]([N:14]2[CH2:18][C@H:17]([CH2:19][NH:20][CH:21]=[S:22])[O:16][C:15]2=[O:25])[CH:5]=[CH:6][C:7]=1[N:8]1[CH2:9][CH2:10][O:11][CH2:12][CH2:13]1, predict the reactants needed to synthesize it. The reactants are: [F:1][C:2]1[CH:3]=[C:4]([N:14]2[CH2:18][C@H:17]([CH2:19][NH:20][C:21](NC)=[S:22])[O:16][C:15]2=[O:25])[CH:5]=[CH:6][C:7]=1[N:8]1[CH2:13][CH2:12][O:11][CH2:10][CH2:9]1.FC1C=C(N2C[C@H](CNC(=S)C)OC2=O)C=CC=1N1CCOCC1.